Dataset: Forward reaction prediction with 1.9M reactions from USPTO patents (1976-2016). Task: Predict the product of the given reaction. (1) Given the reactants C([O:3][CH:4](OCC)[CH2:5][S:6][C:7]1[CH:12]=[CH:11][CH:10]=[C:9]([O:13][CH3:14])[CH:8]=1)C.C(O)(=O)C, predict the reaction product. The product is: [CH3:14][O:13][C:9]1[CH:8]=[C:7]([S:6][CH2:5][CH:4]=[O:3])[CH:12]=[CH:11][CH:10]=1. (2) The product is: [CH2:1]([O:5][CH2:6][CH2:7][O:8][C:9]1[CH:10]=[CH:11][C:12]([C:15]2[CH:20]=[CH:19][C:18]([N:21]3[CH2:25][CH2:24][CH:23]([C:26]([N:54]([CH3:55])[CH3:53])=[O:27])[CH2:22]3)=[C:17](/[CH:29]=[C:30](\[CH3:51])/[C:31]([NH:33][C:34]3[CH:35]=[CH:36][C:37]([S@:40]([CH2:42][C:43]4[N:47]([CH2:48][CH2:49][CH3:50])[CH:46]=[N:45][CH:44]=4)=[O:41])=[CH:38][CH:39]=3)=[O:32])[CH:16]=2)=[CH:13][CH:14]=1)[CH2:2][CH2:3][CH3:4]. Given the reactants [CH2:1]([O:5][CH2:6][CH2:7][O:8][C:9]1[CH:14]=[CH:13][C:12]([C:15]2[CH:20]=[CH:19][C:18]([N:21]3[CH2:25][CH2:24][CH:23]([C:26](O)=[O:27])[CH2:22]3)=[C:17](/[CH:29]=[C:30](\[CH3:51])/[C:31]([NH:33][C:34]3[CH:39]=[CH:38][C:37]([S@:40]([CH2:42][C:43]4[N:47]([CH2:48][CH2:49][CH3:50])[CH:46]=[N:45][CH:44]=4)=[O:41])=[CH:36][CH:35]=3)=[O:32])[CH:16]=2)=[CH:11][CH:10]=1)[CH2:2][CH2:3][CH3:4].[Cl-].[CH3:53][NH2+:54][CH3:55].O.ON1C2C=CC=CC=2N=N1.Cl.C(N=C=NCCCN(C)C)C, predict the reaction product. (3) Given the reactants [C:1]([O:9][CH2:10][CH2:11][O:12][CH3:13])(=[O:8])[C:2]1[CH:7]=[CH:6][CH:5]=[CH:4][CH:3]=1.[CH3:14][O:15][CH2:16]CO.[CH2:19]([O:23][C:24]1[CH:29]=[CH:28][C:27]([Cl:30])=[CH:26][CH:25]=1)C1OC1, predict the reaction product. The product is: [C:1]([O:9][CH:10]([CH2:19][O:23][C:24]1[CH:25]=[CH:26][C:27]([Cl:30])=[CH:28][CH:29]=1)[CH2:11][O:12][CH2:13][CH2:14][O:15][CH3:16])(=[O:8])[C:2]1[CH:7]=[CH:6][CH:5]=[CH:4][CH:3]=1. (4) Given the reactants [NH2:1][CH2:2][CH2:3][O:4][CH2:5][CH2:6][O:7][CH2:8][CH2:9][OH:10].[C:11]([Si:15]([CH3:35])([CH3:34])[O:16][Si:17]([CH:27]([CH2:30][CH:31]1[CH2:33][O:32]1)CC)([CH3:26])[O:18][Si:19]([C:22]([CH3:25])([CH3:24])[CH3:23])([CH3:21])[CH3:20])([CH3:14])([CH3:13])[CH3:12].[CH2:36]([OH:38])[CH3:37], predict the reaction product. The product is: [O:18]([Si:17]([O:16][Si:15]([C:11]([CH3:12])([CH3:14])[CH3:13])([CH3:35])[CH3:34])([CH3:26])[CH2:27][CH2:30][CH2:31][O:32][CH2:33][CH:36]([OH:38])[CH2:37][NH:1][CH2:2][CH2:3][O:4][CH2:5][CH2:6][O:7][CH2:8][CH2:9][OH:10])[Si:19]([C:22]([CH3:25])([CH3:23])[CH3:24])([CH3:20])[CH3:21].